This data is from Full USPTO retrosynthesis dataset with 1.9M reactions from patents (1976-2016). The task is: Predict the reactants needed to synthesize the given product. (1) Given the product [CH2:30]([C:27]1[S:26][C:25]([NH:24][C:21]([C:19]2[CH:18]=[CH:17][C:16]3[N:12]([CH2:11][CH2:10][CH2:9][NH2:8])[CH:13]=[N:14][C:15]=3[CH:20]=2)=[O:23])=[N:29][N:28]=1)[CH3:31], predict the reactants needed to synthesize it. The reactants are: C(OC([NH:8][CH2:9][CH2:10][CH2:11][N:12]1[C:16]2[CH:17]=[CH:18][C:19]([C:21]([OH:23])=O)=[CH:20][C:15]=2[N:14]=[CH:13]1)=O)(C)(C)C.[NH2:24][C:25]1[S:26][C:27]([CH2:30][CH3:31])=[N:28][N:29]=1. (2) Given the product [Cl:15][C:4]1[N:3]=[C:2]([N:28]2[CH2:29][CH2:30][CH2:31][C@H:27]2[C:25]2[O:24][N:23]=[C:22]([C:17]3[N:18]=[CH:19][CH:20]=[CH:21][N:16]=3)[CH:26]=2)[N:7]=[C:6]([NH:8][C:9]2[CH:13]=[C:12]([CH3:14])[NH:11][N:10]=2)[CH:5]=1, predict the reactants needed to synthesize it. The reactants are: Cl[C:2]1[N:7]=[C:6]([NH:8][C:9]2[CH:13]=[C:12]([CH3:14])[NH:11][N:10]=2)[CH:5]=[C:4]([Cl:15])[N:3]=1.[N:16]1[CH:21]=[CH:20][CH:19]=[N:18][C:17]=1[C:22]1[CH:26]=[C:25]([C@@H:27]2[CH2:31][CH2:30][CH2:29][NH:28]2)[O:24][N:23]=1. (3) Given the product [CH3:17][N:15]([CH3:16])[CH2:14][C@H:2]([NH:1][S:38]([C:35]1[CH:36]=[N:37][C:32]([O:25][C:26]2[CH:31]=[CH:30][CH:29]=[CH:28][CH:27]=2)=[CH:33][CH:34]=1)(=[O:39])=[O:40])[CH2:3][C:4]([O:6][CH2:7][C:8]1[CH:13]=[CH:12][CH:11]=[CH:10][CH:9]=1)=[O:5], predict the reactants needed to synthesize it. The reactants are: [NH2:1][C@@H:2]([CH2:14][N:15]([CH3:17])[CH3:16])[CH2:3][C:4]([O:6][CH2:7][C:8]1[CH:13]=[CH:12][CH:11]=[CH:10][CH:9]=1)=[O:5].C(N(CC)CC)C.[O:25]([C:32]1[N:37]=[CH:36][C:35]([S:38](Cl)(=[O:40])=[O:39])=[CH:34][CH:33]=1)[C:26]1[CH:31]=[CH:30][CH:29]=[CH:28][CH:27]=1. (4) Given the product [CH2:29]([C:23]1[CH:24]=[CH:25][CH:26]=[C:27]([CH3:28])[C:22]=1[CH2:21][NH:20][C:11]1[CH:10]=[C:9]([O:7][CH2:6][CH2:5][O:4][CH3:3])[N:14]=[C:13]([NH:15][CH3:16])[C:12]=1[N+:17]([O-:19])=[O:18])[CH3:30], predict the reactants needed to synthesize it. The reactants are: [H-].[Na+].[CH3:3][O:4][CH2:5][CH2:6][OH:7].Cl[C:9]1[N:14]=[C:13]([NH:15][CH3:16])[C:12]([N+:17]([O-:19])=[O:18])=[C:11]([NH:20][CH2:21][C:22]2[C:27]([CH3:28])=[CH:26][CH:25]=[CH:24][C:23]=2[CH2:29][CH3:30])[CH:10]=1. (5) Given the product [CH3:43][C:42]1[CH:24]=[CH:25][C:26]([C:27]([NH:29][C:30]2[CH:35]=[C:34]([C:36]([F:37])([F:38])[F:39])[CH:33]=[CH:32][N:31]=2)=[O:28])=[CH:40][C:41]=1[C:2]#[C:1][C:3]1[N:7]2[CH:8]=[CH:9][CH:10]=[C:11]([NH:12][C:13]3[CH:14]=[CH:15][C:16]([S:19](=[O:21])(=[O:22])[NH2:20])=[CH:17][CH:18]=3)[C:6]2=[N:5][CH:4]=1, predict the reactants needed to synthesize it. The reactants are: [C:1]([C:3]1[N:7]2[CH:8]=[CH:9][CH:10]=[C:11]([NH:12][C:13]3[CH:18]=[CH:17][C:16]([S:19](=[O:22])(=[O:21])[NH2:20])=[CH:15][CH:14]=3)[C:6]2=[N:5][CH:4]=1)#[CH:2].I[C:24]1[CH:25]=[C:26]([CH:40]=[CH:41][C:42]=1[CH3:43])[C:27]([NH:29][C:30]1[CH:35]=[C:34]([C:36]([F:39])([F:38])[F:37])[CH:33]=[CH:32][N:31]=1)=[O:28]. (6) Given the product [Si:48]([O:55][CH2:56][C@@H:57]1[CH2:66][C:65]2[C:60](=[CH:61][CH:62]=[CH:63][CH:64]=2)[CH2:59][N:58]1[C:67]([C:69]1[CH:70]=[C:71]([CH:76]=[CH:77][C:78]=1[C:79]1[N:80]([CH2:95][CH2:96][CH2:97][N:98]2[CH2:103][CH2:102][N:101]([CH3:104])[CH2:100][CH2:99]2)[CH:81]=[C:82]([C:84](=[O:94])[N:85]([CH2:90][CH2:91][CH2:92][CH3:93])[CH2:86][CH2:87][CH2:88][CH3:89])[N:83]=1)[C:72]([OH:74])=[O:73])=[O:68])([C:51]([CH3:53])([CH3:52])[CH3:54])([CH3:49])[CH3:50], predict the reactants needed to synthesize it. The reactants are: C(N(CCCC)C(C1N=C(C2C=CC(C(O)=O)=CC=2C(N2[C@H](CO)CC3C(=CC=CC=3)C2)=O)N(CCC2C=CC=CC=2)C=1)=O)CCC.[Si:48]([O:55][CH2:56][C@@H:57]1[CH2:66][C:65]2[C:60](=[CH:61][CH:62]=[CH:63][CH:64]=2)[CH2:59][N:58]1[C:67]([C:69]1[CH:70]=[C:71]([CH:76]=[CH:77][C:78]=1[C:79]1[N:80]([CH2:95][CH2:96][CH2:97][N:98]2[CH2:103][CH2:102][N:101]([CH3:104])[CH2:100][CH2:99]2)[CH:81]=[C:82]([C:84](=[O:94])[N:85]([CH2:90][CH2:91][CH2:92][CH3:93])[CH2:86][CH2:87][CH2:88][CH3:89])[N:83]=1)[C:72]([O:74]C)=[O:73])=[O:68])([C:51]([CH3:54])([CH3:53])[CH3:52])([CH3:50])[CH3:49]. (7) Given the product [F:1][C:2]1[CH:7]=[CH:6][C:5]([O:8][CH2:9][C:10]([OH:12])=[O:11])=[C:4]([O:14][CH2:15][C:16]([OH:18])=[O:17])[CH:3]=1, predict the reactants needed to synthesize it. The reactants are: [F:1][C:2]1[CH:7]=[CH:6][C:5]([O:8][CH2:9][C:10]([O:12]C)=[O:11])=[C:4]([O:14][CH2:15][C:16]([O:18]C)=[O:17])[CH:3]=1.[H][H].